From a dataset of Experimentally validated miRNA-target interactions with 360,000+ pairs, plus equal number of negative samples. Binary Classification. Given a miRNA mature sequence and a target amino acid sequence, predict their likelihood of interaction. (1) The miRNA is hsa-miR-340-3p with sequence UCCGUCUCAGUUACUUUAUAGC. The protein sequence of the target gene is MIVFGGEDRSDLFLPDSQTNEERKQYDSVAFEDVAVNFTQEEWALLGPSQKSLYRDVMWETIRNLDCIGMKWEDTNIEDQHRNPRRSLRCHIIERFSESRQPDSTVNEKPPGVDPCKSSVCGEIMGCSFLNCYITFDAGHKPDECQEYGEKPHTHKQCGTAFNYHHSFQTQERPHTGKKRYDCKECGKTFSSSGNLRRHIIVQRGGGPYICKLCGKAFFWPSLFRMHERTHTGEKPYECKQCCKAFPIYSSYLRHERTHTGEKPYECKHCSKAFPDYSSYVRHERTHTGEKPYKCKRCGR.... Result: 1 (interaction). (2) The miRNA is hsa-miR-520g-3p with sequence ACAAAGUGCUUCCCUUUAGAGUGU. The protein sequence of the target gene is MRKPRRKSRQNAEGRRSPSPYSLKCSPTRETLTYAQAQRIVEVDIDGRLHRISIYDPLKIITEDELTAQDITECNSNKENSEQPQFPGKSKKPSSKGKKKESCSKHASGTSFHLPQPSFRMVDSGIQPEAPPLPAAYYRYIEKPPEDLDAEVEYDMDEEDLAWLDMVNEKRRVDGHSLVSADTFELLVDRLEKESYLESRSSGAQQSLIDEDAFCCVCLDDECHNSNVILFCDICNLAVHQECYGVPYIPEGQWLCRCCLQSPSRPVDCILCPNKGGAFKQTSDGHWAHVVCAIWIPEVC.... Result: 0 (no interaction).